From a dataset of Peptide-MHC class I binding affinity with 185,985 pairs from IEDB/IMGT. Regression. Given a peptide amino acid sequence and an MHC pseudo amino acid sequence, predict their binding affinity value. This is MHC class I binding data. (1) The peptide sequence is RRVIRGEQL. The MHC is HLA-B27:05 with pseudo-sequence HLA-B27:05. The binding affinity (normalized) is 0.896. (2) The peptide sequence is STDIPSATK. The MHC is HLA-A01:01 with pseudo-sequence HLA-A01:01. The binding affinity (normalized) is 0. (3) The peptide sequence is FEFILRYGD. The MHC is HLA-A02:19 with pseudo-sequence HLA-A02:19. The binding affinity (normalized) is 0.0847. (4) The peptide sequence is LPTYLSSRA. The MHC is HLA-B51:01 with pseudo-sequence HLA-B51:01. The binding affinity (normalized) is 0.0688. (5) The MHC is HLA-B08:01 with pseudo-sequence HLA-B08:01. The binding affinity (normalized) is 0. The peptide sequence is IELPEKDSW. (6) The peptide sequence is AIIDYIAYM. The MHC is HLA-B15:17 with pseudo-sequence HLA-B15:17. The binding affinity (normalized) is 0.856. (7) The peptide sequence is AAIANQAVV. The MHC is H-2-Db with pseudo-sequence H-2-Db. The binding affinity (normalized) is 0.962.